This data is from Forward reaction prediction with 1.9M reactions from USPTO patents (1976-2016). The task is: Predict the product of the given reaction. (1) Given the reactants Br[C:2]1[CH:8]=[CH:7][C:5]([NH2:6])=[C:4]([F:9])[CH:3]=1.[CH2:10]([O:14][C:15]1[CH:16]=[C:17](B(O)O)[CH:18]=[CH:19][CH:20]=1)[CH2:11][CH2:12][CH3:13], predict the reaction product. The product is: [CH2:10]([O:14][C:15]1[CH:20]=[C:19]([C:2]2[CH:8]=[CH:7][C:5]([NH2:6])=[C:4]([F:9])[CH:3]=2)[CH:18]=[CH:17][CH:16]=1)[CH2:11][CH2:12][CH3:13]. (2) Given the reactants [NH2:1][C:2]1[CH:7]=[CH:6][C:5]([N:8]2[CH2:13][CH2:12]N(C(=O)C)[CH2:10][CH2:9]2)=[CH:4][CH:3]=1.[CH3:17][C:18](C)([O-:20])[CH3:19].[Na+].Cl[C:24]1[N:25]=[CH:26][C:27]2[CH:32]=[CH:31][N:30]([CH:33]([CH2:36][CH3:37])[CH2:34][CH3:35])[C:28]=2[N:29]=1.C1C=CC(P(C2C(C3C(P(C4C=CC=CC=4)C4C=CC=CC=4)=CC=C4C=3C=CC=C4)=C3C(C=CC=C3)=CC=2)C2C=CC=CC=2)=CC=1, predict the reaction product. The product is: [CH2:34]([CH:33]([N:30]1[C:28]2[N:29]=[C:24]([NH:1][C:2]3[CH:3]=[CH:4][C:5]([N:8]4[CH2:9][CH2:10][CH:17]([C:18](=[O:20])[CH3:19])[CH2:12][CH2:13]4)=[CH:6][CH:7]=3)[N:25]=[CH:26][C:27]=2[CH:32]=[CH:31]1)[CH2:36][CH3:37])[CH3:35]. (3) Given the reactants [C:1]([C:5]1[N:10]=[C:9]([N:11]2[CH2:16][CH2:15][N:14]([CH2:17][CH2:18][CH2:19][CH2:20][NH2:21])[CH2:13][CH2:12]2)[CH:8]=[C:7]([C:22]([F:25])([F:24])[F:23])[N:6]=1)([CH3:4])([CH3:3])[CH3:2].C1N=CN([C:31]([N:33]2[CH:37]=N[CH:35]=[CH:34]2)=[O:32])C=1.C1[C:50]2[C:49]3[CH:48]=[CH:47][CH:46]=[CH:45][C:44]=3[NH:43][C:42]=2CCN1, predict the reaction product. The product is: [C:1]([C:5]1[N:10]=[C:9]([N:11]2[CH2:16][CH2:15][N:14]([CH2:17][CH2:18][CH2:19][CH2:20][NH:21][C:31]([N:33]3[CH2:34][CH2:35][C:42]4[NH:43][C:44]5[CH:45]=[CH:46][CH:47]=[CH:48][C:49]=5[C:50]=4[CH2:37]3)=[O:32])[CH2:13][CH2:12]2)[CH:8]=[C:7]([C:22]([F:24])([F:25])[F:23])[N:6]=1)([CH3:4])([CH3:2])[CH3:3].